This data is from Full USPTO retrosynthesis dataset with 1.9M reactions from patents (1976-2016). The task is: Predict the reactants needed to synthesize the given product. (1) The reactants are: [Br:1][C:2]1[C:3]([OH:17])=[CH:4][C:5]2[C:6]([CH3:16])([CH3:15])[CH2:7][CH:8]=[C:9]([CH:12]([CH3:14])[CH3:13])[C:10]=2[CH:11]=1.I[CH2:19][CH2:20][CH3:21]. Given the product [Br:1][C:2]1[CH:11]=[C:10]2[C:5](=[CH:4][C:3]=1[O:17][CH2:19][CH2:20][CH3:21])[C:6]([CH3:15])([CH3:16])[CH2:7][CH:8]=[C:9]2[CH:12]([CH3:13])[CH3:14], predict the reactants needed to synthesize it. (2) The reactants are: [NH2:1][C:2]1[CH:7]=[CH:6][CH:5]=[CH:4][C:3]=1[C:8]1[C:9]([C:14]([N:16]2[CH2:21][CH2:20][C:19]([CH2:23][N:24]3[C:29](=[O:30])[C:28]4[CH:31]=[N:32][N:33]([C:34]5[CH:39]=[CH:38][C:37](Br)=[CH:36][CH:35]=5)[C:27]=4[N:26]=[CH:25]3)([OH:22])[CH2:18][CH2:17]2)=[O:15])=[CH:10][CH:11]=[CH:12][CH:13]=1.Br[C:42]1C=CC(N2C3N=CN(CC4(O)CCNCC4)C(=O)C=3C=N2)=C[CH:43]=1.NC1C=CC=CC=1C1C=CC(C(O)=O)=CC=1.C([Sn](CCCC)(CCCC)C#C)CCC.C1(P(C2CCCCC2)C2C=CC=CC=2C2C(C(C)C)=CC(C(C)C)=CC=2C(C)C)CCCCC1. Given the product [NH2:1][C:2]1[CH:7]=[CH:6][CH:5]=[CH:4][C:3]=1[C:8]1[C:9]([C:14]([N:16]2[CH2:21][CH2:20][C:19]([CH2:23][N:24]3[C:29](=[O:30])[C:28]4[CH:31]=[N:32][N:33]([C:34]5[CH:39]=[CH:38][C:37]([C:42]#[CH:43])=[CH:36][CH:35]=5)[C:27]=4[N:26]=[CH:25]3)([OH:22])[CH2:18][CH2:17]2)=[O:15])=[CH:10][CH:11]=[CH:12][CH:13]=1, predict the reactants needed to synthesize it. (3) Given the product [C:1]([O:9][C:8]([C:10]12[CH2:19][CH:14]3[CH2:15][CH:16]([CH2:18][CH:12]([CH2:13]3)[CH2:11]1)[CH2:17]2)([CH3:20])[CH2:6][CH3:7])(=[O:4])[CH:2]=[CH2:3], predict the reactants needed to synthesize it. The reactants are: [C:1](Cl)(=[O:4])[CH:2]=[CH2:3].[CH2:6]([C:8]([CH3:20])([C:10]12[CH2:19][CH:14]3[CH2:15][CH:16]([CH2:18][CH:12]([CH2:13]3)[CH2:11]1)[CH2:17]2)[OH:9])[CH3:7].C(N(CC)CC)C.O1CCCC1. (4) Given the product [CH:11]1([NH:10][C:8]([C:7]2[C:2]([S:50][CH2:49][C:45]3[CH:46]=[CH:47][CH:48]=[C:43]([C:42]([F:41])([F:51])[F:52])[CH:44]=3)=[N:3][CH:4]=[CH:5][CH:6]=2)=[O:9])[CH2:16][CH2:15][CH2:14][CH2:13][CH2:12]1, predict the reactants needed to synthesize it. The reactants are: Cl[C:2]1[C:7]([C:8]([NH:10][CH:11]2[CH2:16][CH2:15][CH2:14][CH2:13][CH2:12]2)=[O:9])=[CH:6][CH:5]=[CH:4][N:3]=1.[CH:11]1([NH:10][C:8]([C:7]2[C:2](SCCC3C=CC=CN=3)=[N:3][CH:4]=[CH:5][CH:6]=2)=[O:9])[CH2:12][CH2:13][CH2:14][CH2:15][CH2:16]1.[F:41][C:42]([F:52])([F:51])[C:43]1[CH:44]=[C:45]([CH2:49][SH:50])[CH:46]=[CH:47][CH:48]=1.C(=O)([O-])[O-].[Cs+].[Cs+].C(#N)CCC.